This data is from Full USPTO retrosynthesis dataset with 1.9M reactions from patents (1976-2016). The task is: Predict the reactants needed to synthesize the given product. (1) Given the product [NH2:9][C:3]1[C:2]([C:29]2[CH:30]=[CH:31][C:26]([O:25][C:32]3[CH:37]=[CH:36][CH:35]=[CH:34][CH:33]=3)=[CH:27][CH:28]=2)=[C:7]([NH:10][CH2:11][CH:12]2[CH2:13][CH2:14][N:15]([C:18](=[O:20])[CH:41]=[CH2:42])[CH2:16][CH2:17]2)[CH:6]=[CH:5][N:4]=1, predict the reactants needed to synthesize it. The reactants are: Cl[C:2]1[C:3]([NH2:9])=[N:4][CH:5]=[CH:6][C:7]=1Cl.[NH2:10][CH2:11][CH:12]1[CH2:17][CH2:16][N:15]([C:18]([O:20]C(C)(C)C)=O)[CH2:14][CH2:13]1.[O:25]([C:32]1[CH:37]=[CH:36][C:35](B(O)O)=[CH:34][CH:33]=1)[C:26]1[CH:31]=[CH:30][CH:29]=[CH:28][CH:27]=1.[C:41](Cl)(=O)[CH:42]=C. (2) Given the product [CH3:1][O:2][C:3](=[O:37])[CH:4]([C:9]1[CH:14]=[C:13]([C:43]2[CH:42]=[CH:41][C:40]([C:39]([F:54])([F:53])[F:38])=[CH:45][CH:44]=2)[CH:12]=[C:11]([C:42]2[CH:41]=[C:40]([C:39]([F:54])([F:53])[F:38])[CH:45]=[C:44]([C:46]([F:49])([F:48])[F:47])[CH:43]=2)[CH:10]=1)[CH2:5][CH:6]([CH3:8])[CH3:7], predict the reactants needed to synthesize it. The reactants are: [CH3:1][O:2][C:3](=[O:37])[CH:4]([C:9]1[CH:10]=[C:11](C2C=C(C(F)(F)F)C=C(C(F)(F)F)C=2)[CH:12]=[C:13](OS(C(F)(F)F)(=O)=O)[CH:14]=1)[CH2:5][CH:6]([CH3:8])[CH3:7].[F:38][C:39]([F:54])([F:53])[C:40]1[CH:41]=[C:42](B(O)O)[CH:43]=[C:44]([C:46]([F:49])([F:48])[F:47])[CH:45]=1. (3) Given the product [CH:11]1([CH:6]2[CH2:5][CH2:4][CH2:3][N:9]3[N:10]=[C:35](/[CH:34]=[CH:33]/[C:23]4[CH:24]=[CH:25][C:26]([N:27]5[CH:31]=[C:30]([CH3:32])[N:29]=[CH:28]5)=[C:21]([O:20][CH3:19])[CH:22]=4)[N:39]=[C:7]23)[CH2:16][CH2:15][CH2:14][CH2:13][CH2:12]1, predict the reactants needed to synthesize it. The reactants are: Cl.Cl[CH2:3][CH2:4][CH2:5][CH:6]([CH:11]1[CH2:16][CH2:15][CH2:14][CH2:13][CH2:12]1)[C:7]([NH:9][NH2:10])=O.Cl.Cl.[CH3:19][O:20][C:21]1[CH:22]=[C:23](/[CH:33]=[CH:34]/[C:35](=[NH:39])OCC)[CH:24]=[CH:25][C:26]=1[N:27]1[CH:31]=[C:30]([CH3:32])[N:29]=[CH:28]1.C(OCC)(=O)C.O. (4) Given the product [CH3:10][C:8]1[S:9][C:5]2[CH:4]=[CH:3][C:2]([CH:15]3[C:16]4[C:21](=[CH:20][CH:19]=[CH:18][CH:17]=4)[CH2:12][N:13]([CH3:26])[CH2:14]3)=[CH:11][C:6]=2[CH:7]=1, predict the reactants needed to synthesize it. The reactants are: Br[C:2]1[CH:3]=[CH:4][C:5]2[S:9][C:8]([CH3:10])=[CH:7][C:6]=2[CH:11]=1.[CH:12]1[C:21]2[C:16](=[CH:17][CH:18]=[CH:19][CH:20]=2)[C:15](B(O)O)=[CH:14][N:13]=1.Cl.[CH2:26](OCC)C. (5) Given the product [C:9]([C:11]1[N:15]([CH:16]2[CH2:17][CH2:18][N:19]([C:22]([O:24][CH:25]([CH3:26])[CH3:27])=[O:23])[CH2:20][CH2:21]2)[N:14]=[CH:13][C:12]=1[CH:28]([O:8][C:7]1[C:2]([CH3:1])=[N:3][CH:4]=[CH:5][CH:6]=1)[CH3:29])#[N:10], predict the reactants needed to synthesize it. The reactants are: [CH3:1][C:2]1[C:7]([OH:8])=[CH:6][CH:5]=[CH:4][N:3]=1.[C:9]([C:11]1[N:15]([CH:16]2[CH2:21][CH2:20][N:19]([C:22]([O:24][CH:25]([CH3:27])[CH3:26])=[O:23])[CH2:18][CH2:17]2)[N:14]=[CH:13][C:12]=1[CH:28](O)[CH3:29])#[N:10]. (6) Given the product [NH:26]1[C:27]2[CH:41]=[CH:40][CH:39]=[CH:38][C:28]=2[N:29]=[C:25]1[C:23]1[O:24][C:20]2[CH:19]=[C:18]([C:14]3[CH:15]=[N:16][CH:17]=[C:12]([O:11][CH:8]([CH3:10])[CH3:9])[CH:13]=3)[CH:43]=[CH:42][C:21]=2[N:22]=1, predict the reactants needed to synthesize it. The reactants are: FC(F)(F)C(O)=O.[CH:8]([O:11][C:12]1[CH:13]=[C:14]([C:18]2[CH:43]=[CH:42][C:21]3[N:22]=[C:23]([C:25]4[N:29](COCC[Si](C)(C)C)[C:28]5[CH:38]=[CH:39][CH:40]=[CH:41][C:27]=5[N:26]=4)[O:24][C:20]=3[CH:19]=2)[CH:15]=[N:16][CH:17]=1)([CH3:10])[CH3:9].